From a dataset of Full USPTO retrosynthesis dataset with 1.9M reactions from patents (1976-2016). Predict the reactants needed to synthesize the given product. The reactants are: [N+](C1C=CC(O[C:11](=[O:25])[NH:12][C@@H:13]2[CH2:17][CH2:16][N:15]([CH2:18][C:19]3[CH:24]=[CH:23][CH:22]=[CH:21][CH:20]=3)[CH2:14]2)=CC=1)([O-])=O.[C:26]([NH:33][C@@H:34]1[CH2:38][CH2:37][NH:36][CH2:35]1)([O:28][C:29]([CH3:32])([CH3:31])[CH3:30])=[O:27].[N-]=C=O. Given the product [C:29]([O:28][C:26](=[O:27])[NH:33][C@@H:34]1[CH2:38][CH2:37][N:36]([C:11](=[O:25])[NH:12][C@@H:13]2[CH2:17][CH2:16][N:15]([CH2:18][C:19]3[CH:20]=[CH:21][CH:22]=[CH:23][CH:24]=3)[CH2:14]2)[CH2:35]1)([CH3:32])([CH3:30])[CH3:31], predict the reactants needed to synthesize it.